This data is from TCR-epitope binding with 47,182 pairs between 192 epitopes and 23,139 TCRs. The task is: Binary Classification. Given a T-cell receptor sequence (or CDR3 region) and an epitope sequence, predict whether binding occurs between them. (1) The epitope is KRWIILGLNK. The TCR CDR3 sequence is CASSLQGDLETQYF. Result: 0 (the TCR does not bind to the epitope). (2) Result: 0 (the TCR does not bind to the epitope). The TCR CDR3 sequence is CASSLGLTNYNEQFF. The epitope is KEIDRLNEV.